This data is from Choline transporter screen with 302,306 compounds. The task is: Binary Classification. Given a drug SMILES string, predict its activity (active/inactive) in a high-throughput screening assay against a specified biological target. (1) The compound is [nH]1c2c(c(CCN)c1)cccc2. The result is 0 (inactive). (2) The molecule is S(C(c1ccccc1)C(=O)c1ccccc1)c1nc2c(c(n1)C)ccc(c2)C. The result is 0 (inactive).